Task: Predict the reaction yield, written as a fraction of the theoretical maximum amount of product (1.0 means a 100% yield; for example, 0.34 means a 34% yield).. Dataset: Reaction yield outcomes from USPTO patents with 853,638 reactions (1) The reactants are [Na].C[CH:3]([CH3:9])[CH:4]([CH:7]=O)[C:5]#[N:6].Cl.[NH2:11][C:12]1[S:13][CH:14]=[CH:15]C=1. The catalyst is CO. The product is [S:13]1[C:12]2=[N:11][CH:7]=[C:4]([C:5]#[N:6])[CH:3]=[C:9]2[CH:15]=[CH:14]1. The yield is 0.240. (2) The reactants are [Cl:1][C:2]1[CH:3]=[C:4]([CH:26]=[CH:27][C:28]=1[OH:29])[NH:5][C:6]1[C:15]2[C:10](=[CH:11][C:12]([O:24][CH3:25])=[CH:13][C:14]=2[O:16][CH:17]2[CH2:22][CH2:21][N:20]([CH3:23])[CH2:19][CH2:18]2)[N:9]=[CH:8][N:7]=1.[CH2:30](Cl)[C:31]1[CH:36]=[CH:35][CH:34]=[CH:33][CH:32]=1. No catalyst specified. The product is [Cl:1][C:2]1[CH:3]=[C:4]([CH:26]=[CH:27][C:28]=1[O:29][CH2:30][C:31]1[CH:36]=[CH:35][CH:34]=[CH:33][CH:32]=1)[NH:5][C:6]1[C:15]2[C:10](=[CH:11][C:12]([O:24][CH3:25])=[CH:13][C:14]=2[O:16][CH:17]2[CH2:18][CH2:19][N:20]([CH3:23])[CH2:21][CH2:22]2)[N:9]=[CH:8][N:7]=1. The yield is 0.470. (3) The reactants are Cl[C:2](=[N:10][N:11]=[C:12](Cl)[C:13]1[CH:18]=[CH:17][CH:16]=[CH:15][CH:14]=1)[C:3]1[CH:8]=[CH:7][CH:6]=[CH:5][C:4]=1[CH3:9].[CH3:20][C:21]1[CH:27]=[CH:26][CH:25]=[C:24]([CH3:28])[C:22]=1[NH2:23].CN(C)C1C=CC=CC=1.Cl. The catalyst is ClCCl. The product is [CH3:9][C:4]1[CH:5]=[CH:6][CH:7]=[CH:8][C:3]=1[C:2]1[N:23]([C:22]2[C:24]([CH3:28])=[CH:25][CH:26]=[CH:27][C:21]=2[CH3:20])[C:12]([C:13]2[CH:18]=[CH:17][CH:16]=[CH:15][CH:14]=2)=[N:11][N:10]=1. The yield is 0.310. (4) The reactants are N[C:2]1[CH:7]=[CH:6][CH:5]=[CH:4][C:3]=1[S:8]([NH:11][C:12]1[C:17]2[N:18]=[CH:19][S:20][C:16]=2[CH:15]=[CH:14][CH:13]=1)(=[O:10])=[O:9].N(OC(C)(C)C)=O.CC(O)=O. The catalyst is C1COCC1. The product is [CH:5]1[C:4]2[C:13]3[C:12](=[C:17]4[C:16](=[CH:15][CH:14]=3)[S:20][CH:19]=[N:18]4)[NH:11][S:8](=[O:10])(=[O:9])[C:3]=2[CH:2]=[CH:7][CH:6]=1. The yield is 0.195. (5) The catalyst is C1COCC1. The reactants are [Cl:1][C:2]1[N:10]=[C:9]2[C:5]([N:6]=[C:7]([CH2:12]P(=O)(OC)OC)[N:8]2[CH3:11])=[C:4]([N:19]2[CH2:24][CH2:23][O:22][CH2:21][CH2:20]2)[N:3]=1.[Li+].CC([N-]C(C)C)C.[C:33]([N:40]1[CH2:43][C:42](=O)[CH2:41]1)([O:35][C:36]([CH3:39])([CH3:38])[CH3:37])=[O:34]. The product is [Cl:1][C:2]1[N:10]=[C:9]2[C:5]([N:6]=[C:7]([CH:12]=[C:42]3[CH2:41][N:40]([C:33]([O:35][C:36]([CH3:39])([CH3:38])[CH3:37])=[O:34])[CH2:43]3)[N:8]2[CH3:11])=[C:4]([N:19]2[CH2:20][CH2:21][O:22][CH2:23][CH2:24]2)[N:3]=1. The yield is 0.930.